Task: Predict the reaction yield, written as a fraction of the theoretical maximum amount of product (1.0 means a 100% yield; for example, 0.34 means a 34% yield).. Dataset: Reaction yield outcomes from USPTO patents with 853,638 reactions The reactants are C[C:2]1([CH3:9])[O:6][CH:5]([CH2:7][OH:8])[CH2:4][O:3]1.CC([O-])(C)C.[K+].Br[C:17]1[CH:22]=[CH:21]C=C[N:18]=1. The yield is 0.170. The product is [N:18]1[CH:17]=[CH:22][CH:21]=[CH:9][C:2]=1[O:3][CH2:4][CH:5]([OH:6])[CH2:7][OH:8]. The catalyst is C1COCC1.O.